Dataset: Retrosynthesis with 50K atom-mapped reactions and 10 reaction types from USPTO. Task: Predict the reactants needed to synthesize the given product. (1) Given the product CS(=O)(=O)c1ccc2nc(-c3cccc(C(F)(F)F)c3)c(CN3CCC(N4CCOCC4)CC3)c(C(=O)O)c2c1, predict the reactants needed to synthesize it. The reactants are: COC(=O)c1c(CN2CCC(N3CCOCC3)CC2)c(-c2cccc(C(F)(F)F)c2)nc2ccc(S(C)(=O)=O)cc12. (2) Given the product O=C(Nc1ccccn1)OCC(Cl)(Cl)Cl, predict the reactants needed to synthesize it. The reactants are: Nc1ccccn1.O=C(Cl)OCC(Cl)(Cl)Cl. (3) The reactants are: CC(C)(C)OC(=O)n1cc(B2OC(C)(C)C(C)(C)O2)cn1.COC(=O)c1cc(Br)ccc1NC(=O)COCC(=O)N1CCN(C(c2ccccc2)c2ccccc2)CC1. Given the product COC(=O)c1cc(-c2cnn(C(=O)OC(C)(C)C)c2)ccc1NC(=O)COCC(=O)N1CCN(C(c2ccccc2)c2ccccc2)CC1, predict the reactants needed to synthesize it.